From a dataset of Forward reaction prediction with 1.9M reactions from USPTO patents (1976-2016). Predict the product of the given reaction. (1) Given the reactants Cl.[CH3:2][C:3]1[CH:16]=[CH:15][C:6]([CH2:7][NH:8][C@H:9]([C:12]([OH:14])=[O:13])[CH2:10][SeH:11])=[CH:5][CH:4]=1.C(=O)([O-])[O-].[K+].[K+].[C:23]([O:27][C:28](O[C:28]([O:27][C:23]([CH3:26])([CH3:25])[CH3:24])=[O:29])=[O:29])([CH3:26])([CH3:25])[CH3:24], predict the reaction product. The product is: [C:23]([O:27][C:28]([N:8]([CH2:7][C:6]1[CH:5]=[CH:4][C:3]([CH3:2])=[CH:16][CH:15]=1)[C@H:9]([C:12]([OH:14])=[O:13])[CH2:10][SeH:11])=[O:29])([CH3:26])([CH3:25])[CH3:24]. (2) The product is: [Cl:21][C:18]1[CH:19]=[CH:20][C:15]([C:5]2[S:4][CH:3]=[N:7][CH:6]=2)=[N:16][CH:17]=1. Given the reactants C[Si](C)(C)[C:3]1[S:4][C:5]([Sn](C)(C)C)=[CH:6][N:7]=1.Br[C:15]1[CH:20]=[CH:19][C:18]([Cl:21])=[CH:17][N:16]=1, predict the reaction product. (3) The product is: [CH2:31]([O:32][C:13](=[O:26])[CH:12]=[CH:11][C:10]1[CH:9]=[CH:8][N:7]=[CH:6][C:5]=1[O:4][CH2:3][O:2][CH3:1])[CH3:30]. Given the reactants [CH3:1][O:2][CH2:3][O:4][C:5]1[CH:6]=[N:7][CH:8]=[CH:9][CH:10]=1.[CH2:11]([Li])[CH2:12][CH2:13]C.CCCCCC.CN(C=[O:26])C.[H-].[Na+].C1C[O:32][CH2:31][CH2:30]1, predict the reaction product. (4) Given the reactants [NH2:1][CH2:2][CH2:3][O:4][CH:5]([C:35]1[CH:40]=[CH:39][CH:38]=[C:37]([Cl:41])[CH:36]=1)[C:6]1[CH:7]=[C:8]([CH:32]=[CH:33][CH:34]=1)[C:9]([NH:11][C@@H:12]([CH2:25][CH:26]1[CH2:31][CH2:30][CH2:29][CH2:28][CH2:27]1)[CH2:13][N:14]([CH3:24])[C:15](=[O:23])[O:16][CH2:17][CH2:18][Si:19]([CH3:22])([CH3:21])[CH3:20])=[O:10].C(N(CC)CC)C.Cl[C:50]([O:52][CH3:53])=[O:51], predict the reaction product. The product is: [CH3:53][O:52][C:50]([NH:1][CH2:2][CH2:3][O:4][CH:5]([C:35]1[CH:40]=[CH:39][CH:38]=[C:37]([Cl:41])[CH:36]=1)[C:6]1[CH:7]=[C:8]([CH:32]=[CH:33][CH:34]=1)[C:9]([NH:11][C@@H:12]([CH2:25][CH:26]1[CH2:27][CH2:28][CH2:29][CH2:30][CH2:31]1)[CH2:13][N:14]([CH3:24])[C:15](=[O:23])[O:16][CH2:17][CH2:18][Si:19]([CH3:22])([CH3:21])[CH3:20])=[O:10])=[O:51]. (5) The product is: [Cl:25][C:20]1[CH:19]=[C:18]([C:7]2([CH2:8][CH2:9][CH2:10][O:11][CH:12]3[CH2:17][CH2:16][O:15][CH2:14][CH2:13]3)[CH2:26][NH:27][C:4](=[O:3])[CH2:5][CH2:6]2)[CH:23]=[CH:22][C:21]=1[Cl:24]. Given the reactants C([O:3][C:4](=O)[CH2:5][CH2:6][C:7]([C:26]#[N:27])([C:18]1[CH:23]=[CH:22][C:21]([Cl:24])=[C:20]([Cl:25])[CH:19]=1)[CH2:8][CH2:9][CH2:10][O:11][CH:12]1[CH2:17][CH2:16][O:15][CH2:14][CH2:13]1)C, predict the reaction product.